This data is from Reaction yield outcomes from USPTO patents with 853,638 reactions. The task is: Predict the reaction yield, written as a fraction of the theoretical maximum amount of product (1.0 means a 100% yield; for example, 0.34 means a 34% yield). (1) The reactants are [CH3:1][C:2]1[CH:7]=[CH:6][C:5]([C:8]2[C:13]3[CH2:14][CH:15]([CH2:17][N:18]=[N+]=[N-])[O:16][C:12]=3[CH:11]=[CH:10][CH:9]=2)=[CH:4][CH:3]=1. The catalyst is [Pd]. The product is [CH3:1][C:2]1[CH:3]=[CH:4][C:5]([C:8]2[C:13]3[CH2:14][CH:15]([CH2:17][NH2:18])[O:16][C:12]=3[CH:11]=[CH:10][CH:9]=2)=[CH:6][CH:7]=1. The yield is 0.930. (2) The reactants are FC(F)(F)C(O)=O.[CH3:8][C:9]1[CH:13]=[C:12]([C:14]2[CH:15]=[CH:16][C:17]3[N:18]([C:20]([CH2:23][NH:24]C(=O)OC(C)(C)C)=[N:21][N:22]=3)[N:19]=2)[S:11][N:10]=1. The catalyst is C(Cl)Cl. The product is [CH3:8][C:9]1[CH:13]=[C:12]([C:14]2[CH:15]=[CH:16][C:17]3[N:18]([C:20]([CH2:23][NH2:24])=[N:21][N:22]=3)[N:19]=2)[S:11][N:10]=1. The yield is 0.690.